This data is from Catalyst prediction with 721,799 reactions and 888 catalyst types from USPTO. The task is: Predict which catalyst facilitates the given reaction. (1) Reactant: [BH4-].[Li+].Cl[Si](C)(C)C.[CH:8]1([C:11]2[N:16]=[C:15]([N:17]([CH3:19])[CH3:18])[C:14](/[CH:20]=[CH:21]/[N+:22]([O-])=O)=[CH:13][CH:12]=2)[CH2:10][CH2:9]1. Product: [NH2:22][CH2:21][CH2:20][C:14]1[C:15]([N:17]([CH3:18])[CH3:19])=[N:16][C:11]([CH:8]2[CH2:9][CH2:10]2)=[CH:12][CH:13]=1. The catalyst class is: 1. (2) Reactant: [C:1]([O:6][CH2:7][CH:8]([O:15][C:16](=[O:20])[CH2:17][CH2:18][CH3:19])[C:9](=[N+]=[N-])[C:10](=[O:12])[CH3:11])(=[O:5])[CH2:2][CH2:3][CH3:4].CC(C)=[O:23].CC1(C)OO1. Product: [C:1]([O:6][CH2:7][CH:8]([O:15][C:16](=[O:20])[CH2:17][CH2:18][CH3:19])[C:9](=[O:23])[C:10](=[O:12])[CH3:11])(=[O:5])[CH2:2][CH2:3][CH3:4]. The catalyst class is: 21. (3) Reactant: [CH2:1]([N:3]([CH3:37])[S:4]([NH:7][C:8]1[C:9]([F:36])=[C:10]([CH:14]([OH:35])[C:15]2[C:23]3[C:22]([CH3:24])=[N:21][CH:20]=[N:19][C:18]=3[N:17]([S:25]([C:28]3[CH:33]=[CH:32][C:31]([CH3:34])=[CH:30][CH:29]=3)(=[O:27])=[O:26])[CH:16]=2)[CH:11]=[CH:12][CH:13]=1)(=[O:6])=[O:5])[CH3:2].CC(OI1(OC(C)=O)(OC(C)=O)OC(=O)C2C=CC=CC1=2)=O. Product: [CH2:1]([N:3]([CH3:37])[S:4]([NH:7][C:8]1[C:9]([F:36])=[C:10]([CH:11]=[CH:12][CH:13]=1)[C:14]([C:15]1[C:23]2[C:22]([CH3:24])=[N:21][CH:20]=[N:19][C:18]=2[N:17]([S:25]([C:28]2[CH:29]=[CH:30][C:31]([CH3:34])=[CH:32][CH:33]=2)(=[O:26])=[O:27])[CH:16]=1)=[O:35])(=[O:6])=[O:5])[CH3:2]. The catalyst class is: 4. (4) Reactant: [CH3:1][C:2]1[CH:7]=[CH:6][CH:5]=[CH:4][C:3]=1[OH:8].[CH2:9]([C:11]([C:15]1[CH:20]=[CH:19][C:18]([O:21][S:22]([C:25]([F:28])([F:27])[F:26])(=[O:24])=[O:23])=[C:17]([CH2:29][CH2:30][CH3:31])[CH:16]=1)(O)[CH2:12][CH3:13])[CH3:10].FC(F)(F)S(O)(=O)=O. Product: [CH2:9]([C:11]([C:15]1[CH:20]=[CH:19][C:18]([O:21][S:22]([C:25]([F:26])([F:28])[F:27])(=[O:23])=[O:24])=[C:17]([CH2:29][CH2:30][CH3:31])[CH:16]=1)([C:6]1[CH:5]=[CH:4][C:3]([OH:8])=[C:2]([CH3:1])[CH:7]=1)[CH2:12][CH3:13])[CH3:10]. The catalyst class is: 13.